This data is from Full USPTO retrosynthesis dataset with 1.9M reactions from patents (1976-2016). The task is: Predict the reactants needed to synthesize the given product. (1) The reactants are: Br[CH2:2][CH2:3][CH2:4][CH2:5][O:6][C:7]1[CH:22]=[CH:21][C:10]2[C:11]([C:14]3[CH:19]=[CH:18][C:17]([Br:20])=[CH:16][CH:15]=3)=[N:12][S:13][C:9]=2[CH:8]=1.[NH:23]1[CH2:28][CH2:27][O:26][CH2:25][CH2:24]1. Given the product [Br:20][C:17]1[CH:18]=[CH:19][C:14]([C:11]2[C:10]3[CH:21]=[CH:22][C:7]([O:6][CH2:5][CH2:4][CH2:3][CH2:2][N:23]4[CH2:28][CH2:27][O:26][CH2:25][CH2:24]4)=[CH:8][C:9]=3[S:13][N:12]=2)=[CH:15][CH:16]=1, predict the reactants needed to synthesize it. (2) Given the product [CH3:1][O:2][C:3]([C:4]1[N:20]=[C:17]([CH3:18])[S:19][C:5]=1[C:6]1[CH:11]=[CH:10][C:9]([Cl:12])=[C:8]([Cl:13])[CH:7]=1)=[O:16], predict the reactants needed to synthesize it. The reactants are: [CH3:1][O:2][C:3](=[O:16])[C:4](=O)[CH:5](Cl)[C:6]1[CH:11]=[CH:10][C:9]([Cl:12])=[C:8]([Cl:13])[CH:7]=1.[C:17]([NH2:20])(=[S:19])[CH3:18]. (3) Given the product [O:10]1[C:14]2[CH:15]=[CH:16][C:17]([N:19]3[CH2:20][CH2:21][N:22]([CH2:25][CH2:26][CH2:27][CH2:28][NH2:29])[CH2:23][CH2:24]3)=[CH:18][C:13]=2[CH2:12][CH2:11]1, predict the reactants needed to synthesize it. The reactants are: BrC1C=C(Br)C=CC=1O.[O:10]1[C:14]2[CH:15]=[CH:16][C:17]([N:19]3[CH2:24][CH2:23][N:22]([CH2:25][CH2:26][CH2:27][CH2:28][NH2:29])[CH2:21][CH2:20]3)=[CH:18][C:13]=2[CH2:12][CH2:11]1.C(Br)CBr. (4) Given the product [C:6]([C@@H:4]([C@H:2]([C:1]([OH:10])=[O:9])[OH:3])[OH:5])([OH:8])=[O:7].[CH2:11]([O:18][C:19](=[O:36])[C:20]([CH3:21])([O:22][C:23]1[CH:28]=[CH:27][CH:26]=[C:25]([CH:29]2[CH2:34][CH2:33][CH2:32][NH:31][CH2:30]2)[CH:24]=1)[CH3:35])[C:12]1[CH:17]=[CH:16][CH:15]=[CH:14][CH:13]=1, predict the reactants needed to synthesize it. The reactants are: [C:1]([OH:10])(=[O:9])[C@@H:2]([C@H:4]([C:6]([OH:8])=[O:7])[OH:5])[OH:3].[CH2:11]([O:18][C:19](=[O:36])[C:20]([CH3:35])([O:22][C:23]1[CH:28]=[CH:27][CH:26]=[C:25]([CH:29]2[CH2:34][CH2:33][CH2:32][NH:31][CH2:30]2)[CH:24]=1)[CH3:21])[C:12]1[CH:17]=[CH:16][CH:15]=[CH:14][CH:13]=1.